This data is from Forward reaction prediction with 1.9M reactions from USPTO patents (1976-2016). The task is: Predict the product of the given reaction. (1) Given the reactants [C:1]([Si:5]([CH3:26])([CH3:25])[O:6][C:7]1[CH:8]=[CH:9][C:10]2[NH:19][C:18]3[C:17]4[CH:20]=[CH:21][CH:22]=[CH:23][C:16]=4[S:15][CH2:14][CH2:13][C:12]=3[C:11]=2[CH:24]=1)([CH3:4])([CH3:3])[CH3:2].Cl.Cl[CH2:29][C:30]1[CH:45]=[CH:44][C:33]([O:34][CH2:35][CH2:36][NH:37][CH:38]2C[CH2:42][CH2:41][CH2:40][CH2:39]2)=[CH:32][CH:31]=1, predict the reaction product. The product is: [C:1]([Si:5]([CH3:26])([CH3:25])[O:6][C:7]1[CH:8]=[CH:9][C:10]2[N:19]([CH2:29][C:30]3[CH:31]=[CH:32][C:33]([O:34][CH2:35][CH2:36][N:37]4[CH2:38][CH2:39][CH2:40][CH2:41][CH2:42]4)=[CH:44][CH:45]=3)[C:18]3[C:17]4[CH:20]=[CH:21][CH:22]=[CH:23][C:16]=4[S:15][CH2:14][CH2:13][C:12]=3[C:11]=2[CH:24]=1)([CH3:4])([CH3:3])[CH3:2]. (2) Given the reactants [C:1]([O:5][C:6](=[O:22])[NH:7][C:8]1[CH:13]=[CH:12][C:11]([C:14]2[CH:19]=[CH:18][C:17]([F:20])=[CH:16][CH:15]=2)=[CH:10][C:9]=1[NH2:21])([CH3:4])([CH3:3])[CH3:2].C([O:27][C:28](=O)[CH2:29][C:30]([C:32]1[CH:37]=[CH:36][CH:35]=[C:34]([N:38]2[CH:42]=[CH:41][N:40]=[C:39]2[S:43][CH3:44])[CH:33]=1)=[O:31])(C)(C)C, predict the reaction product. The product is: [C:1]([O:5][C:6](=[O:22])[NH:7][C:8]1[CH:13]=[CH:12][C:11]([C:14]2[CH:15]=[CH:16][C:17]([F:20])=[CH:18][CH:19]=2)=[CH:10][C:9]=1[NH:21][C:28](=[O:27])[CH2:29][C:30]([C:32]1[CH:37]=[CH:36][CH:35]=[C:34]([N:38]2[CH:42]=[CH:41][N:40]=[C:39]2[S:43][CH3:44])[CH:33]=1)=[O:31])([CH3:4])([CH3:2])[CH3:3]. (3) Given the reactants [CH2:1]([O:3][C:4](=[O:23])[CH2:5][CH2:6][CH2:7][O:8][C:9]1[CH:14]=[CH:13][CH:12]=[C:11]([CH3:15])[C:10]=1/[CH:16]=[CH:17]/[C:18]([O:20][CH2:21][CH3:22])=[O:19])[CH3:2].[Br:24]N1C(=O)CCC1=O.N(C(C)(C)C#N)=NC(C)(C)C#N, predict the reaction product. The product is: [CH2:1]([O:3][C:4](=[O:23])[CH2:5][CH2:6][CH2:7][O:8][C:9]1[CH:14]=[CH:13][CH:12]=[C:11]([CH2:15][Br:24])[C:10]=1/[CH:16]=[CH:17]/[C:18]([O:20][CH2:21][CH3:22])=[O:19])[CH3:2]. (4) Given the reactants C[O:2][C:3]1[C:4]([CH2:10][N:11]2[CH2:16][CH2:15][CH:14]([C:17](=[O:26])[CH2:18][C:19]3[CH:24]=[CH:23][CH:22]=[CH:21][C:20]=3[F:25])[CH2:13][CH2:12]2)=[N:5][CH:6]=[C:7]([CH3:9])[N:8]=1.O, predict the reaction product. The product is: [F:25][C:20]1[CH:21]=[CH:22][CH:23]=[CH:24][C:19]=1[CH2:18][C:17]([CH:14]1[CH2:13][CH2:12][N:11]([CH2:10][C:4]2[C:3](=[O:2])[NH:8][C:7]([CH3:9])=[CH:6][N:5]=2)[CH2:16][CH2:15]1)=[O:26]. (5) Given the reactants [Cl:1][C:2]1[C:3]([C:27]([F:30])([F:29])[F:28])=[CH:4][C:5]([N+:24]([O-])=O)=[C:6]([NH:8][CH:9]2[CH2:14][CH2:13][N:12]([C@H:15]3[CH2:20][CH2:19][C@H:18]([O:21][CH2:22][CH3:23])[CH2:17][CH2:16]3)[CH2:11][CH2:10]2)[CH:7]=1.O.NN, predict the reaction product. The product is: [NH2:24][C:5]1[CH:4]=[C:3]([C:27]([F:29])([F:30])[F:28])[C:2]([Cl:1])=[CH:7][C:6]=1[NH:8][CH:9]1[CH2:10][CH2:11][N:12]([C@H:15]2[CH2:20][CH2:19][C@H:18]([O:21][CH2:22][CH3:23])[CH2:17][CH2:16]2)[CH2:13][CH2:14]1. (6) Given the reactants [CH3:1][C:2]1[C:7]([N+:8]([O-:10])=[O:9])=[CH:6][CH:5]=[CH:4][C:3]=1[CH2:11][C:12]([OH:14])=O.[CH2:15]([NH2:18])[CH2:16][CH3:17].CN(C)CCCN=C=NCC.C(N(CC)CC)C, predict the reaction product. The product is: [CH3:1][C:2]1[C:7]([N+:8]([O-:10])=[O:9])=[CH:6][CH:5]=[CH:4][C:3]=1[CH2:11][C:12]([NH:18][CH2:15][CH2:16][CH3:17])=[O:14]. (7) Given the reactants [Cl:1][C:2]1[CH:3]=[C:4]([CH:8]=[CH:9][N:10]=1)[C:5](Cl)=[O:6].[NH2:11][C:12]1[CH:17]=[CH:16][CH:15]=[CH:14][CH:13]=1.CCN(C(C)C)C(C)C.O, predict the reaction product. The product is: [Cl:1][C:2]1[CH:3]=[C:4]([CH:8]=[CH:9][N:10]=1)[C:5]([NH:11][C:12]1[CH:17]=[CH:16][CH:15]=[CH:14][CH:13]=1)=[O:6]. (8) Given the reactants [F:1][C:2]1[CH:19]=[C:18]([F:20])[CH:17]=[CH:16][C:3]=1[O:4][C:5]1[CH:10]=[C:9]([NH:11][C:12](=[O:14])[CH3:13])[C:8]([CH3:15])=[CH:7][N:6]=1.C(OC(=O)C)(=O)C.C([O-])(=O)C.[K+].[N:33](OCCC(C)C)=O.C(=O)([O-])[O-].[Na+].[Na+], predict the reaction product. The product is: [F:1][C:2]1[CH:19]=[C:18]([F:20])[CH:17]=[CH:16][C:3]=1[O:4][C:5]1[N:6]=[CH:7][C:8]2[CH:15]=[N:33][N:11]([C:12](=[O:14])[CH3:13])[C:9]=2[CH:10]=1.